From a dataset of Antibody developability classification from SAbDab with 2,409 antibodies. Regression/Classification. Given an antibody's heavy chain and light chain sequences, predict its developability. TAP uses regression for 5 developability metrics; SAbDab uses binary classification. (1) The antibody is ['EVQLVESGGGVVQPGRSLRLSCAASGFTFSRYGMHWVRQAPGKGLEWVAVMSYDGSTKYYADSVKGRFAISRDNPKNTLFLQMNSLRPDDTAVYYCAKGGAAAAVMDVWGKGTTVTVSS', 'DIVMTQSPDSLTVSLGERATISCKSSQRLLYSSNNKNYLAWYQQKPGQPPKLLMYWASTRESGVPDRFSGSGSGTDFSLTISSLQAEDVAVYYCQQYYNPPWTFGQGTKVEVK']. Result: 1 (developable). (2) The antibody is ['EVMLVESGGGFVKPGGSLKLSCAASGFTFRSYIMSWVRQTPEKRLEWVATISGGGGNTYYPDSVKGRFTISRDNAKNTLYLQLSSLRSEDTALYYCASLTAVGDYWGQGTSVTVSS', 'DVVMTQTPLTLSVTIGQPASISCKSSQSLFDTDGKTYLTWLLQRPGQSPKRLIYLVSKLASGVPDRFTGSGSGTDFTLKISRVEAEDLGVYYCLQGTHFPLTFGAGTKLDLK']. Result: 0 (not developable). (3) The antibody is ['1cfs', 'PROT_701D7125']. Result: 0 (not developable). (4) Result: 0 (not developable). The antibody is ['QVQLQQWGPGLLKPSETLSLTCAVYGGSFGRYYWSWIRQSSGEGLEWLGQIDHTGSTTYNPSLKGRVTISIDSSTNQFSLKVTSVIAADTAVYYCARAPSGYPGVSLYQYYGLDVWGQGTTVTVSS', 'DTVMTQSPATLSVSPGERVTLSCRASQIINTNLAWYQKRPGQAPRLLIYAASARATGIPARFSGSGSGTEFTLTISGLQSEDSAVYYCQQYKHWPPYTFGRGTKLEIR'].